From a dataset of Full USPTO retrosynthesis dataset with 1.9M reactions from patents (1976-2016). Predict the reactants needed to synthesize the given product. (1) Given the product [OH:12][C:7]1[CH:8]=[C:9]2[C:4](=[C:5]([CH3:20])[C:6]=1[CH3:19])[O:3][C:2]([CH2:21][CH2:22][CH:23]=[C:24]1[S:28][C:27](=[O:29])[NH:26][C:25]1=[O:30])([CH3:1])[CH2:11][CH2:10]2, predict the reactants needed to synthesize it. The reactants are: [CH3:1][C:2]1([CH2:21][CH2:22][CH:23]=[C:24]2[S:28][C:27](=[O:29])[NH:26][C:25]2=[O:30])[CH2:11][CH2:10][C:9]2[C:4](=[C:5]([CH3:20])[C:6]([CH3:19])=[C:7]([O:12]C3CCCCO3)[CH:8]=2)[O:3]1.O. (2) Given the product [ClH:15].[N:2]12[CH2:9][CH2:8][CH:5]([CH2:6][CH2:7]1)[CH:4]([C:10]([Cl:1])=[O:12])[CH2:3]2, predict the reactants needed to synthesize it. The reactants are: [ClH:1].[N:2]12[CH2:9][CH2:8][CH:5]([CH2:6][CH2:7]1)[CH:4]([C:10]([OH:12])=O)[CH2:3]2.S(Cl)([Cl:15])=O. (3) Given the product [CH2:1]([C:4]1[N:9]=[C:8]2[N:10]([C@@H:15]3[C:23]4[C:18](=[CH:19][C:20]([C:24]5[CH:29]=[CH:28][CH:27]=[CH:26][C:25]=5[C:30]5[NH:34][N:33]=[N:32][N:31]=5)=[CH:21][CH:22]=4)[CH2:17][CH2:16]3)[C:11]([CH2:13][CH3:14])=[N:12][C:7]2=[C:6]([CH3:54])[CH:5]=1)[CH:2]=[CH2:3], predict the reactants needed to synthesize it. The reactants are: [CH2:1]([C:4]1[N:9]=[C:8]2[N:10]([C@@H:15]3[C:23]4[C:18](=[CH:19][C:20]([C:24]5[CH:29]=[CH:28][CH:27]=[CH:26][C:25]=5[C:30]5[N:34](C(C6C=CC=CC=6)(C6C=CC=CC=6)C6C=CC=CC=6)[N:33]=[N:32][N:31]=5)=[CH:21][CH:22]=4)[CH2:17][CH2:16]3)[C:11]([CH2:13][CH3:14])=[N:12][C:7]2=[C:6]([CH3:54])[CH:5]=1)[CH:2]=[CH2:3]. (4) Given the product [F:23][C:17]1[C:18]([F:22])=[CH:19][CH:20]=[CH:21][C:16]=1[C@H:13]1[CH2:12][N:11]([CH2:24][C:25]2[S:26][CH:27]=[CH:28][N:29]=2)[C:10](=[O:30])[C@H:9]([NH:8][C:32]([N:59]2[CH2:60][CH2:61][CH:56]([N:48]3[C:49]4[C:50](=[N:51][CH:52]=[CH:53][CH:54]=4)[NH:55][C:47]3=[O:46])[CH2:57][CH2:58]2)=[O:33])[CH2:15][CH2:14]1, predict the reactants needed to synthesize it. The reactants are: C(N(CC)CC)C.[NH2:8][C@@H:9]1[CH2:15][CH2:14][C@@H:13]([C:16]2[CH:21]=[CH:20][CH:19]=[C:18]([F:22])[C:17]=2[F:23])[CH2:12][N:11]([CH2:24][C:25]2[S:26][CH:27]=[CH:28][N:29]=2)[C:10]1=[O:30].Cl[C:32](OC1C=CC([N+]([O-])=O)=CC=1)=[O:33].Cl.Cl.[O:46]=[C:47]1[NH:55][C:50]2=[N:51][CH:52]=[CH:53][CH:54]=[C:49]2[N:48]1[CH:56]1[CH2:61][CH2:60][NH:59][CH2:58][CH2:57]1. (5) Given the product [OH:23][CH2:22][C:4]1[C:5]2[O:14][C:13]3[CH2:12][CH2:11][N:10]([C:15]([O:17][C:18]([CH3:21])([CH3:20])[CH3:19])=[O:16])[CH2:9][C:8]=3[C:6]=2[CH:7]=[C:2]([S:30]([C:24]2[CH:29]=[CH:28][CH:27]=[CH:26][CH:25]=2)(=[O:32])=[O:31])[CH:3]=1, predict the reactants needed to synthesize it. The reactants are: Br[C:2]1[CH:3]=[C:4]([CH2:22][OH:23])[C:5]2[O:14][C:13]3[CH2:12][CH2:11][N:10]([C:15]([O:17][C:18]([CH3:21])([CH3:20])[CH3:19])=[O:16])[CH2:9][C:8]=3[C:6]=2[CH:7]=1.[C:24]1([S:30]([O-:32])=[O:31])[CH:29]=[CH:28][CH:27]=[CH:26][CH:25]=1.[Na+]. (6) Given the product [CH2:15]([N:3]([CH2:1][CH3:2])[CH:4]([CH3:14])[CH2:5][O:6][C:7]1[CH:8]=[CH:9][C:10]([NH:13][C:27](=[O:28])[C:26]#[C:25][C:19]2[CH:20]=[CH:21][C:22]([Cl:24])=[CH:23][C:18]=2[Cl:17])=[CH:11][CH:12]=1)[CH3:16], predict the reactants needed to synthesize it. The reactants are: [CH2:1]([N:3]([CH2:15][CH3:16])[CH:4]([CH3:14])[CH2:5][O:6][C:7]1[CH:12]=[CH:11][C:10]([NH2:13])=[CH:9][CH:8]=1)[CH3:2].[Cl:17][C:18]1[CH:23]=[C:22]([Cl:24])[CH:21]=[CH:20][C:19]=1[C:25]#[C:26][C:27](O)=[O:28].ClCCl.C(O)C.N. (7) Given the product [F:1][C:2]1[CH:3]=[CH:4][C:5]([C:8]2[C:17]([N:18]3[CH2:19][CH2:20][CH:21]([C:24]4[CH:29]=[CH:28][CH:27]=[CH:26][N:25]=4)[CH2:22][CH2:23]3)=[N:16][C:15]3[C:10](=[CH:11][CH:12]=[C:13]([C:30]([O:32][CH3:33])=[O:31])[CH:14]=3)[N:9]=2)=[CH:6][CH:7]=1, predict the reactants needed to synthesize it. The reactants are: [F:1][C:2]1[CH:7]=[CH:6][C:5]([C:8]2[C:17]([N:18]3[CH2:23][CH2:22][C:21]([C:24]4[CH:29]=[CH:28][CH:27]=[CH:26][N:25]=4)=[CH:20][CH2:19]3)=[N:16][C:15]3[C:10](=[CH:11][CH:12]=[C:13]([C:30]([O:32][CH3:33])=[O:31])[CH:14]=3)[N:9]=2)=[CH:4][CH:3]=1.O.